Dataset: Reaction yield outcomes from USPTO patents with 853,638 reactions. Task: Predict the reaction yield, written as a fraction of the theoretical maximum amount of product (1.0 means a 100% yield; for example, 0.34 means a 34% yield). (1) The reactants are [NH2:1][C:2](=[O:27])[C@H:3]([NH:8][C:9]1[CH:18]=[C:17]([C:19]#[N:20])[C:12]([C:13](OC)=[O:14])=[C:11]([C:21]2[CH:22]=[N:23][N:24]([CH3:26])[CH:25]=2)[N:10]=1)[CH2:4][CH:5]([CH3:7])[CH3:6]. The catalyst is CO.CC(O)=O.[OH-].[Pd+2].[OH-]. The product is [CH3:6][CH:5]([CH3:7])[CH2:4][C@@H:3]([NH:8][C:9]1[N:10]=[C:11]([C:21]2[CH:22]=[N:23][N:24]([CH3:26])[CH:25]=2)[C:12]2[C:13](=[O:14])[NH:20][CH2:19][C:17]=2[CH:18]=1)[C:2]([NH2:1])=[O:27]. The yield is 0.540. (2) The reactants are Br[C:2]1[CH:3]=[CH:4][C:5]2[C:11]3[S:12][C:13]([C:15]([N:17]([C:19]4[CH:24]=[C:23]([C:25]([N:27]5[CH2:30][CH:29]([OH:31])[CH2:28]5)=[O:26])[CH:22]=[CH:21][C:20]=4[Cl:32])[CH3:18])=[O:16])=[CH:14][C:10]=3[CH2:9][CH2:8][O:7][C:6]=2[CH:33]=1.CC1(C)C2C(=C(P(C3C=CC=CC=3)C3C=CC=CC=3)C=CC=2)[O:55][C:37]2C(P(C3C=CC=CC=3)C3C=CC=CC=3)=CC=CC1=2.[CH3:76][S:77]([CH2:80][CH2:81][NH2:82])(=[O:79])=[O:78].Cl.C([O-])([O-])=O.[Na+].[Na+]. The catalyst is C1(C)C=CC=CC=1.CN(C=O)C.CC([O-])=O.CC([O-])=O.[Pd+2]. The product is [Cl:32][C:20]1[CH:21]=[CH:22][C:23]([C:25]([N:27]2[CH2:30][CH:29]([OH:31])[CH2:28]2)=[O:26])=[CH:24][C:19]=1[N:17]([CH3:18])[C:15]([C:13]1[S:12][C:11]2[C:5]3[CH:4]=[CH:3][C:2]([C:37]([NH:82][CH2:81][CH2:80][S:77]([CH3:76])(=[O:79])=[O:78])=[O:55])=[CH:33][C:6]=3[O:7][CH2:8][CH2:9][C:10]=2[CH:14]=1)=[O:16]. The yield is 0.460. (3) The reactants are [OH-:1].[K+].[CH3:3][O:4][C:5]1[CH:6]=[C:7]2[C:12](=[CH:13][CH:14]=1)[CH:11]=[C:10]([C:15]1[C:23]3[C:18](=[CH:19][CH:20]=[C:21]([C:24]#N)[CH:22]=3)[N:17]([CH:26]3[CH2:31][CH2:30][CH2:29][CH2:28][O:27]3)[N:16]=1)[CH:9]=[CH:8]2.[OH2:32]. The catalyst is C(O)C. The product is [CH3:3][O:4][C:5]1[CH:6]=[C:7]2[C:12](=[CH:13][CH:14]=1)[CH:11]=[C:10]([C:15]1[C:23]3[C:18](=[CH:19][CH:20]=[C:21]([C:24]([OH:32])=[O:1])[CH:22]=3)[N:17]([CH:26]3[CH2:31][CH2:30][CH2:29][CH2:28][O:27]3)[N:16]=1)[CH:9]=[CH:8]2. The yield is 0.910. (4) The reactants are [CH3:1][C:2]1[N:3]([C@@H:11]([CH3:15])[C:12]([OH:14])=O)[CH:4]=[C:5]([C:7]([F:10])([F:9])[F:8])[N:6]=1.C(Cl)(=O)C(Cl)=O.[Cl:22][C:23]1[CH:28]=[CH:27][C:26]([N:29]2[C:37]3[CH2:36][CH2:35][CH2:34][NH:33][C:32]=3[CH:31]=[N:30]2)=[CH:25][CH:24]=1.CCN(CC)CC. The catalyst is C(Cl)Cl.CN(C=O)C. The product is [Cl:22][C:23]1[CH:24]=[CH:25][C:26]([N:29]2[C:37]3[CH2:36][CH2:35][CH2:34][N:33]([C:12](=[O:14])[C@@H:11]([N:3]4[CH:4]=[C:5]([C:7]([F:8])([F:9])[F:10])[N:6]=[C:2]4[CH3:1])[CH3:15])[C:32]=3[CH:31]=[N:30]2)=[CH:27][CH:28]=1. The yield is 0.320. (5) The reactants are [CH3:1][C@@H:2]1[CH2:7][NH:6][CH2:5][CH2:4][NH:3]1.Cl[CH:9]([C:20]1[CH:25]=[CH:24][CH:23]=[CH:22][CH:21]=1)[C:10]1[CH:15]=[CH:14][CH:13]=[C:12]([C:16]([F:19])([F:18])[F:17])[CH:11]=1. The catalyst is CC#N. The product is [CH3:1][C@H:2]1[NH:3][CH2:4][CH2:5][N:6]([CH:9]([C:20]2[CH:25]=[CH:24][CH:23]=[CH:22][CH:21]=2)[C:10]2[CH:15]=[CH:14][CH:13]=[C:12]([C:16]([F:19])([F:18])[F:17])[CH:11]=2)[CH2:7]1. The yield is 0.810. (6) The reactants are [NH2:1][C:2]1[N:3]=[CH:4][C:5]([C:18]2[CH:26]=[CH:25][C:21]([C:22](O)=[O:23])=[CH:20][CH:19]=2)=[N:6][C:7]=1[C:8]1[NH:12][C:11]2[CH:13]=[C:14]([CH3:17])[CH:15]=[CH:16][C:10]=2[N:9]=1.[N:27]1([C:34]([O:36][C:37]([CH3:40])([CH3:39])[CH3:38])=[O:35])[CH2:33][CH2:32][CH2:31][NH:30][CH2:29][CH2:28]1.C(OP(C#N)(=O)OCC)C.CCN(C(C)C)C(C)C. The catalyst is CS(C)=O. The product is [NH2:1][C:2]1[N:3]=[CH:4][C:5]([C:18]2[CH:26]=[CH:25][C:21]([C:22]([N:30]3[CH2:31][CH2:32][CH2:33][N:27]([C:34]([O:36][C:37]([CH3:40])([CH3:39])[CH3:38])=[O:35])[CH2:28][CH2:29]3)=[O:23])=[CH:20][CH:19]=2)=[N:6][C:7]=1[C:8]1[NH:12][C:11]2[CH:13]=[C:14]([CH3:17])[CH:15]=[CH:16][C:10]=2[N:9]=1. The yield is 0.750.